Predict which catalyst facilitates the given reaction. From a dataset of Catalyst prediction with 721,799 reactions and 888 catalyst types from USPTO. (1) Reactant: [N+:1]([O-:4])(O)=[O:2].[C:5]([NH:8][C:9]1[CH:18]=[C:17]([F:19])[CH:16]=[CH:15][C:10]=1[C:11]([O:13][CH3:14])=[O:12])(=[O:7])[CH3:6]. Product: [C:5]([NH:8][C:9]1[CH:18]=[C:17]([F:19])[C:16]([N+:1]([O-:4])=[O:2])=[CH:15][C:10]=1[C:11]([O:13][CH3:14])=[O:12])(=[O:7])[CH3:6]. The catalyst class is: 65. (2) Reactant: [C:1]([C:5]1[N:6]=[C:7]([C:10]2[CH:11]=[C:12]([OH:16])[CH:13]=[CH:14][CH:15]=2)[S:8][CH:9]=1)([CH3:4])([CH3:3])[CH3:2].[Cl:17][C:18]1[CH:19]=[C:20]([N+:25]([O-:27])=[O:26])[CH:21]=[CH:22][C:23]=1F.C(=O)([O-])[O-].[K+].[K+]. Product: [C:1]([C:5]1[N:6]=[C:7]([C:10]2[CH:15]=[CH:14][CH:13]=[C:12]([O:16][C:23]3[CH:22]=[CH:21][C:20]([N+:25]([O-:27])=[O:26])=[CH:19][C:18]=3[Cl:17])[CH:11]=2)[S:8][CH:9]=1)([CH3:4])([CH3:2])[CH3:3]. The catalyst class is: 9.